This data is from NCI-60 drug combinations with 297,098 pairs across 59 cell lines. The task is: Regression. Given two drug SMILES strings and cell line genomic features, predict the synergy score measuring deviation from expected non-interaction effect. (1) Drug 1: C1=CC(=CC=C1CC(C(=O)O)N)N(CCCl)CCCl.Cl. Drug 2: CC(C)(C#N)C1=CC(=CC(=C1)CN2C=NC=N2)C(C)(C)C#N. Cell line: NCI-H460. Synergy scores: CSS=6.83, Synergy_ZIP=0.744, Synergy_Bliss=1.48, Synergy_Loewe=-0.0477, Synergy_HSA=0.627. (2) Synergy scores: CSS=70.6, Synergy_ZIP=-0.240, Synergy_Bliss=-1.22, Synergy_Loewe=-12.7, Synergy_HSA=-0.157. Drug 1: C1=CN(C(=O)N=C1N)C2C(C(C(O2)CO)O)O.Cl. Cell line: NCI-H460. Drug 2: CCCCC(=O)OCC(=O)C1(CC(C2=C(C1)C(=C3C(=C2O)C(=O)C4=C(C3=O)C=CC=C4OC)O)OC5CC(C(C(O5)C)O)NC(=O)C(F)(F)F)O. (3) Drug 1: COC1=NC(=NC2=C1N=CN2C3C(C(C(O3)CO)O)O)N. Drug 2: CC1C(C(CC(O1)OC2CC(CC3=C2C(=C4C(=C3O)C(=O)C5=CC=CC=C5C4=O)O)(C(=O)C)O)N)O. Cell line: NCI-H226. Synergy scores: CSS=43.8, Synergy_ZIP=-1.88, Synergy_Bliss=-0.732, Synergy_Loewe=-19.0, Synergy_HSA=2.84. (4) Drug 1: CCC1(CC2CC(C3=C(CCN(C2)C1)C4=CC=CC=C4N3)(C5=C(C=C6C(=C5)C78CCN9C7C(C=CC9)(C(C(C8N6C=O)(C(=O)OC)O)OC(=O)C)CC)OC)C(=O)OC)O.OS(=O)(=O)O. Drug 2: C1=NC2=C(N=C(N=C2N1C3C(C(C(O3)CO)O)F)Cl)N. Cell line: HCT-15. Synergy scores: CSS=-0.944, Synergy_ZIP=0.602, Synergy_Bliss=5.19, Synergy_Loewe=-1.89, Synergy_HSA=1.20. (5) Drug 1: CC1=C(C(CCC1)(C)C)C=CC(=CC=CC(=CC(=O)O)C)C. Drug 2: CC(C)(C#N)C1=CC(=CC(=C1)CN2C=NC=N2)C(C)(C)C#N. Cell line: T-47D. Synergy scores: CSS=7.01, Synergy_ZIP=-6.26, Synergy_Bliss=-3.42, Synergy_Loewe=-4.52, Synergy_HSA=-3.49. (6) Drug 1: C1=CC(=CC=C1CCC2=CNC3=C2C(=O)NC(=N3)N)C(=O)NC(CCC(=O)O)C(=O)O. Drug 2: C1C(C(OC1N2C=NC3=C2NC=NCC3O)CO)O. Cell line: M14. Synergy scores: CSS=17.1, Synergy_ZIP=-3.30, Synergy_Bliss=-6.49, Synergy_Loewe=-9.96, Synergy_HSA=-5.46. (7) Drug 1: CCCCCOC(=O)NC1=NC(=O)N(C=C1F)C2C(C(C(O2)C)O)O. Drug 2: CC1=C(C(=CC=C1)Cl)NC(=O)C2=CN=C(S2)NC3=CC(=NC(=N3)C)N4CCN(CC4)CCO. Cell line: TK-10. Synergy scores: CSS=2.04, Synergy_ZIP=1.98, Synergy_Bliss=3.33, Synergy_Loewe=-4.26, Synergy_HSA=0.387.